From a dataset of Forward reaction prediction with 1.9M reactions from USPTO patents (1976-2016). Predict the product of the given reaction. (1) Given the reactants C([O:3][C:4]([C:6]1[CH:7]=[C:8]([C:13]2[CH:18]=[CH:17][C:16]([CH:19]([CH3:34])[C:20]([OH:33])([C:25]3[CH:26]=[N:27][C:28]([O:31]C)=[CH:29][CH:30]=3)[C:21]([F:24])([F:23])[F:22])=[C:15]([Cl:35])[CH:14]=2)[CH:9]=[CH:10][C:11]=1[Cl:12])=[O:5])C.Cl.[OH-].[Na+], predict the reaction product. The product is: [Cl:12][C:11]1[CH:10]=[CH:9][C:8]([C:13]2[CH:18]=[CH:17][C:16]([CH:19]([CH3:34])[C:20]([OH:33])([C:25]3[CH:30]=[CH:29][C:28](=[O:31])[NH:27][CH:26]=3)[C:21]([F:24])([F:23])[F:22])=[C:15]([Cl:35])[CH:14]=2)=[CH:7][C:6]=1[C:4]([OH:5])=[O:3]. (2) Given the reactants [CH2:1]([O:3][C:4](=[O:18])[C@H:5]([NH2:17])[CH2:6][CH:7]([C:10]([O:12][C:13]([CH3:16])([CH3:15])[CH3:14])=[O:11])[CH2:8][OH:9])[CH3:2].C(N(CC)CC)C.[CH3:26][S:27](Cl)(=[O:29])=[O:28].Cl, predict the reaction product. The product is: [CH2:1]([O:3][C:4](=[O:18])[C@H:5]([NH2:17])[CH2:6][CH:7]([C:10]([O:12][C:13]([CH3:14])([CH3:16])[CH3:15])=[O:11])[CH2:8][O:9][S:27]([CH3:26])(=[O:29])=[O:28])[CH3:2]. (3) Given the reactants [N:1]1[CH:6]=[CH:5][CH:4]=[CH:3][C:2]=1[CH:7]=[O:8].[C:9]([O:13][CH3:14])(=[O:12])[CH:10]=[CH2:11], predict the reaction product. The product is: [OH:8][CH:7]([C:2]1[CH:3]=[CH:4][CH:5]=[CH:6][N:1]=1)[C:10](=[CH2:11])[C:9]([O:13][CH3:14])=[O:12]. (4) Given the reactants [NH2:1][C:2]1[C:7]([C:8]#[N:9])=[C:6]([C:10]2[CH:15]=[CH:14][C:13]([O:16][CH2:17][CH2:18][OH:19])=[CH:12][CH:11]=2)[C:5]([C:20]#[N:21])=[C:4]([S:22][CH2:23][C:24]2[N:25]=[C:26]([C:29]3[CH:34]=[CH:33][C:32]([Cl:35])=[CH:31][CH:30]=3)[S:27][CH:28]=2)[N:3]=1.C(OC([NH:43][C@H:44]([C:58](O)=[O:59])[CH2:45][C:46]1[N:50]=[CH:49][N:48](C(OC(C)(C)C)=O)[CH:47]=1)=O)(C)(C)C.[ClH:61].CN(C)CCCN=C=NCC.CN(C=O)C, predict the reaction product. The product is: [ClH:35].[ClH:61].[NH2:43][C@H:44]([C:58]([O:19][CH2:18][CH2:17][O:16][C:13]1[CH:12]=[CH:11][C:10]([C:6]2[C:5]([C:20]#[N:21])=[C:4]([S:22][CH2:23][C:24]3[N:25]=[C:26]([C:29]4[CH:30]=[CH:31][C:32]([Cl:35])=[CH:33][CH:34]=4)[S:27][CH:28]=3)[N:3]=[C:2]([NH2:1])[C:7]=2[C:8]#[N:9])=[CH:15][CH:14]=1)=[O:59])[CH2:45][C:46]1[N:50]=[CH:49][NH:48][CH:47]=1. (5) Given the reactants [CH2:1]([N:3]1[C:7]2[CH:8]=[C:9]([CH2:12][C:13]([C:15]3[CH:20]=[CH:19][CH:18]=[C:17]([CH3:21])[N:16]=3)=O)[CH:10]=[CH:11][C:6]=2[N:5]=[CH:4]1)[CH3:2].[NH+]1C=CC=CC=1.[NH2:28][C:29]([NH2:31])=[S:30], predict the reaction product. The product is: [CH2:1]([N:3]1[C:7]2[CH:8]=[C:9]([C:12]3[S:30][C:29]([NH2:31])=[N:28][C:13]=3[C:15]3[CH:20]=[CH:19][CH:18]=[C:17]([CH3:21])[N:16]=3)[CH:10]=[CH:11][C:6]=2[N:5]=[CH:4]1)[CH3:2].